Dataset: Forward reaction prediction with 1.9M reactions from USPTO patents (1976-2016). Task: Predict the product of the given reaction. The product is: [F:1][C:2]1[C:3]2[N:4]([C:12]([C:20]3[C:19]([F:22])=[C:18]([C:23]4[C:24]([C:30]#[N:31])=[CH:25][CH:26]=[CH:27][C:28]=4[F:29])[C:17]([F:32])=[CH:16][CH:21]=3)=[CH:13][N:14]=2)[CH:5]=[CH:6][C:7]=1[C:8]([OH:11])([CH3:10])[CH3:9]. Given the reactants [F:1][C:2]1[C:3]2[N:4]([CH:12]=[CH:13][N:14]=2)[CH:5]=[CH:6][C:7]=1[C:8]([OH:11])([CH3:10])[CH3:9].Br[C:16]1[C:17]([F:32])=[C:18]([C:23]2[C:24]([C:30]#[N:31])=[CH:25][CH:26]=[CH:27][C:28]=2[F:29])[C:19]([F:22])=[CH:20][CH:21]=1, predict the reaction product.